Dataset: Forward reaction prediction with 1.9M reactions from USPTO patents (1976-2016). Task: Predict the product of the given reaction. Given the reactants [Br:1][C:2]1[S:3][C:4]([CH3:9])=[C:5]([CH2:7][OH:8])[N:6]=1.N1C=CN=C1.[Si:15](Cl)([C:18]([CH3:21])([CH3:20])[CH3:19])([CH3:17])[CH3:16], predict the reaction product. The product is: [Br:1][C:2]1[S:3][C:4]([CH3:9])=[C:5]([CH2:7][O:8][Si:15]([C:18]([CH3:21])([CH3:20])[CH3:19])([CH3:17])[CH3:16])[N:6]=1.